This data is from NCI-60 drug combinations with 297,098 pairs across 59 cell lines. The task is: Regression. Given two drug SMILES strings and cell line genomic features, predict the synergy score measuring deviation from expected non-interaction effect. (1) Drug 1: CN(C)C1=NC(=NC(=N1)N(C)C)N(C)C. Drug 2: C1=CC(=CC=C1C#N)C(C2=CC=C(C=C2)C#N)N3C=NC=N3. Cell line: IGROV1. Synergy scores: CSS=-1.38, Synergy_ZIP=-2.10, Synergy_Bliss=-5.58, Synergy_Loewe=-4.69, Synergy_HSA=-4.67. (2) Drug 1: C1CN1C2=NC(=NC(=N2)N3CC3)N4CC4. Drug 2: CC1C(C(CC(O1)OC2CC(CC3=C2C(=C4C(=C3O)C(=O)C5=C(C4=O)C(=CC=C5)OC)O)(C(=O)CO)O)N)O.Cl. Cell line: NCI-H460. Synergy scores: CSS=58.2, Synergy_ZIP=-3.02, Synergy_Bliss=-4.64, Synergy_Loewe=-2.53, Synergy_HSA=0.638.